From a dataset of Forward reaction prediction with 1.9M reactions from USPTO patents (1976-2016). Predict the product of the given reaction. (1) Given the reactants [Si]([O:8][C@@H:9]1[C@@:26]2([CH3:27])[C:13](=[CH:14][CH:15]=[C:16]3[C@@H:25]2[CH2:24][CH2:23][C@@:21]2([CH3:22])[C@H:17]3[CH2:18][CH2:19][C@@H:20]2[CH2:28][O:29][CH2:30][CH2:31][C:32]([OH:35])([CH3:34])[CH3:33])[CH2:12][C@@H:11]([O:36][Si](C(C)(C)C)(C)C)[CH2:10]1)(C(C)(C)C)(C)C.O1CCCC1.[F-].C([N+](CCCC)(CCCC)CCCC)CCC, predict the reaction product. The product is: [OH:8][C@@H:9]1[C@@:26]2([CH3:27])[C:13](=[CH:14][CH:15]=[C:16]3[C@@H:25]2[CH2:24][CH2:23][C@@:21]2([CH3:22])[C@H:17]3[CH2:18][CH2:19][C@@H:20]2[CH2:28][O:29][CH2:30][CH2:31][C:32]([OH:35])([CH3:34])[CH3:33])[CH2:12][C@@H:11]([OH:36])[CH2:10]1. (2) Given the reactants [Cl:1][C:2]1[CH:10]=[CH:9][CH:8]=[CH:7][C:3]=1[C:4](Cl)=[O:5].[CH2:11]([NH:13][CH2:14][CH3:15])[CH3:12], predict the reaction product. The product is: [CH2:11]([N:13]([CH2:14][CH3:15])[C:4](=[O:5])[C:3]1[CH:7]=[CH:8][CH:9]=[CH:10][C:2]=1[Cl:1])[CH3:12]. (3) Given the reactants [Br:1][C:2]1[C:3]([N+:15]([O-])=O)=[CH:4][N:5]=[C:6]2[C:11]=1[N:10]=[C:9]([O:12][CH3:13])[CH:8]=[C:7]2[CH3:14].[Cl-].[NH4+], predict the reaction product. The product is: [Br:1][C:2]1[C:11]2[C:6](=[C:7]([CH3:14])[CH:8]=[C:9]([O:12][CH3:13])[N:10]=2)[N:5]=[CH:4][C:3]=1[NH2:15]. (4) The product is: [C:18]([NH:1][C:2]1[CH:10]=[C:6]([C:7]([OH:9])=[O:8])[C:5]([OH:11])=[CH:4][CH:3]=1)(=[O:24])[CH2:19][CH2:20][CH2:21][CH2:22][CH3:23]. Given the reactants [NH2:1][C:2]1[CH:10]=[C:6]([C:7]([OH:9])=[O:8])[C:5]([OH:11])=[CH:4][CH:3]=1.C(=O)([O-])[O-].[K+].[K+].[C:18](Cl)(=[O:24])[CH2:19][CH2:20][CH2:21][CH2:22][CH3:23], predict the reaction product. (5) Given the reactants [N:1]1([C:6]([O:8][C:9]([CH3:12])([CH3:11])[CH3:10])=[O:7])[CH2:5][CH2:4][CH2:3][CH2:2]1.C1C[C@H]2N(C[C@H]3[C@@H]4CCCCN4C[C@@H]2C3)CC1.C([Li])(CC)C.Br[C:36]1[C:37]([Cl:43])=[N:38][CH:39]=[C:40]([F:42])[CH:41]=1.F[B-](F)(F)F.C(P(C(C)(C)C)C(C)(C)C)(C)(C)C.[NH4+].[OH-], predict the reaction product. The product is: [Cl:43][C:37]1[C:36]([C@H:2]2[CH2:3][CH2:4][CH2:5][N:1]2[C:6]([O:8][C:9]([CH3:12])([CH3:11])[CH3:10])=[O:7])=[CH:41][C:40]([F:42])=[CH:39][N:38]=1. (6) Given the reactants C[O:2][C:3]([C:5]1[CH:10]=[CH:9][CH:8]=[CH:7][C:6]=1[NH:11][C:12](=[O:24])/[CH:13]=[CH:14]/[C:15]1[CH:20]=[CH:19][CH:18]=[C:17]([N+:21]([O-:23])=[O:22])[CH:16]=1)=[O:4].[OH-].[Na+], predict the reaction product. The product is: [C:3]([C:5]1[CH:10]=[CH:9][CH:8]=[CH:7][C:6]=1[NH:11][C:12](=[O:24])/[CH:13]=[CH:14]/[C:15]1[CH:20]=[CH:19][CH:18]=[C:17]([N+:21]([O-:23])=[O:22])[CH:16]=1)([OH:4])=[O:2]. (7) Given the reactants Br[C:2]1[N:6]2[C:7](=[O:18])[N:8]([C:11]3[CH:16]=[CH:15][C:14]([F:17])=[CH:13][CH:12]=3)[CH2:9][CH2:10][C:5]2=[N:4][C:3]=1[CH2:19][O:20][C:21]1[CH:26]=[CH:25][CH:24]=[CH:23][CH:22]=1.[CH3:27]B(O)O.C([O-])([O-])=O.[K+].[K+], predict the reaction product. The product is: [F:17][C:14]1[CH:15]=[CH:16][C:11]([N:8]2[CH2:9][CH2:10][C:5]3=[N:4][C:3]([CH2:19][O:20][C:21]4[CH:26]=[CH:25][CH:24]=[CH:23][CH:22]=4)=[C:2]([CH3:27])[N:6]3[C:7]2=[O:18])=[CH:12][CH:13]=1.